Task: Predict which catalyst facilitates the given reaction.. Dataset: Catalyst prediction with 721,799 reactions and 888 catalyst types from USPTO (1) Reactant: [I:1]/[CH:2]=[CH:3]/[C:4]1[CH:9]=[CH:8][C:7]([OH:10])=[CH:6][CH:5]=1.Br[CH2:12][C:13]([O:15][CH2:16][CH3:17])=[O:14].[Na+].[I-].C([O-])([O-])=O.[K+].[K+]. Product: [CH2:16]([O:15][C:13](=[O:14])[CH2:12][O:10][C:7]1[CH:8]=[CH:9][C:4](/[CH:3]=[CH:2]/[I:1])=[CH:5][CH:6]=1)[CH3:17]. The catalyst class is: 21. (2) Reactant: [F:1][C:2]1[CH:3]=[C:4]([N:10]2[CH2:14][CH:13]([CH2:15][OH:16])[CH2:12][C:11]2=[O:17])[CH:5]=[CH:6][C:7]=1[O:8][CH3:9].[C:18]1(O)[CH:23]=[CH:22][CH:21]=[CH:20][CH:19]=1.C1C=CC(P(C2C=CC=CC=2)C2C=CC=CC=2)=CC=1.CC(OC(/N=N/C(OC(C)C)=O)=O)C. The catalyst class is: 2. Product: [F:1][C:2]1[CH:3]=[C:4]([N:10]2[CH2:14][CH:13]([CH2:15][O:16][C:18]3[CH:23]=[CH:22][CH:21]=[CH:20][CH:19]=3)[CH2:12][C:11]2=[O:17])[CH:5]=[CH:6][C:7]=1[O:8][CH3:9].